This data is from Forward reaction prediction with 1.9M reactions from USPTO patents (1976-2016). The task is: Predict the product of the given reaction. (1) Given the reactants C(O[C:6]([N:8]1[CH2:12][C:11](=[N:13][O:14][CH3:15])[CH2:10][C@H:9]1[C:16]([OH:18])=O)=[O:7])(C)(C)C.[Cl:19][C:20]1[CH:25]=[C:24]([N:26]=C=O)[CH:23]=[C:22]([Cl:29])[CH:21]=1.[N:30]1[S:31][N:32]=[C:33]2[C:38]([NH2:39])=[CH:37][CH:36]=[CH:35][C:34]=12, predict the reaction product. The product is: [N:30]1[S:31][N:32]=[C:33]2[C:38]([NH:39][C:16]([C@@H:9]3[CH2:10][C:11](=[N:13][O:14][CH3:15])[CH2:12][N:8]3[C:6]([NH:26][C:24]3[CH:25]=[C:20]([Cl:19])[CH:21]=[C:22]([Cl:29])[CH:23]=3)=[O:7])=[O:18])=[CH:37][CH:36]=[CH:35][C:34]=12. (2) Given the reactants [C:1]([N:5]([C:18]([C:20]1[CH:21]=[CH:22][C:23]([CH:29]=O)=[C:24]([B:26](O)[OH:27])[CH:25]=1)=[O:19])[NH:6][C:7](=[O:17])[C:8]1[CH:13]=[CH:12][CH:11]=[C:10]([O:14][CH3:15])[C:9]=1[CH3:16])([CH3:4])([CH3:3])[CH3:2].[CH3:31][C:32]1[CH:37]=[CH:36][C:35]([S:38]([NH:41][NH2:42])(=[O:40])=[O:39])=[CH:34][CH:33]=1, predict the reaction product. The product is: [C:1]([N:5]([C:18]([C:20]1[CH:21]=[CH:22][C:23]2[CH:29]=[N:42][N:41]([S:38]([C:35]3[CH:36]=[CH:37][C:32]([CH3:31])=[CH:33][CH:34]=3)(=[O:39])=[O:40])[B:26]([OH:27])[C:24]=2[CH:25]=1)=[O:19])[NH:6][C:7](=[O:17])[C:8]1[CH:13]=[CH:12][CH:11]=[C:10]([O:14][CH3:15])[C:9]=1[CH3:16])([CH3:2])([CH3:3])[CH3:4]. (3) Given the reactants [N+:1]([C:4]1[CH:13]=[C:12]2[C:7]([CH2:8][CH2:9][CH2:10][NH:11]2)=[CH:6][CH:5]=1)([O-:3])=[O:2].[C:14](OC(=O)C)(=[O:16])[CH3:15], predict the reaction product. The product is: [N+:1]([C:4]1[CH:13]=[C:12]2[C:7]([CH2:8][CH2:9][CH2:10][N:11]2[C:14](=[O:16])[CH3:15])=[CH:6][CH:5]=1)([O-:3])=[O:2]. (4) Given the reactants [CH2:1]([N:3]([CH2:41][CH3:42])[C:4](=[O:40])[CH2:5][O:6][C:7]([C:9]1[CH:10]=[C:11]([CH:37]=[CH:38][CH:39]=1)[CH2:12][N:13]1[C:17](=[O:18])[C:16]2([CH2:23][CH2:22][N:21](C(OC(C)(C)C)=O)[CH2:20][CH2:19]2)[N:15]([C:31]2[CH:36]=[CH:35][CH:34]=[CH:33][CH:32]=2)[CH2:14]1)=[O:8])[CH3:2].Cl, predict the reaction product. The product is: [O:18]=[C:17]1[C:16]2([CH2:19][CH2:20][NH:21][CH2:22][CH2:23]2)[N:15]([C:31]2[CH:32]=[CH:33][CH:34]=[CH:35][CH:36]=2)[CH2:14][N:13]1[CH2:12][C:11]1[CH:10]=[C:9]([CH:39]=[CH:38][CH:37]=1)[C:7]([O:6][CH2:5][C:4]([N:3]([CH2:41][CH3:42])[CH2:1][CH3:2])=[O:40])=[O:8].